Task: Predict the reaction yield, written as a fraction of the theoretical maximum amount of product (1.0 means a 100% yield; for example, 0.34 means a 34% yield).. Dataset: Reaction yield outcomes from USPTO patents with 853,638 reactions (1) The reactants are C([N:8]1[CH2:17][C:16]([CH3:19])([CH3:18])[C:15]2[N:14]=[C:13]([Cl:20])[CH:12]=[CH:11][C:10]=2[CH2:9]1)C1C=CC=CC=1.[CH:21]([Mg]Cl)([CH3:23])[CH3:22]. The catalyst is C1COCC1. The product is [ClH:20].[CH:21]([C:13]1[CH:12]=[CH:11][C:10]2[CH2:9][NH:8][CH2:17][C:16]([CH3:18])([CH3:19])[C:15]=2[N:14]=1)([CH3:23])[CH3:22]. The yield is 0.160. (2) The reactants are [I:1][C:2]1[C:10]2[C:9](=[O:11])[O:8][C:7](=O)[C:6]=2[CH:5]=[CH:4][CH:3]=1.[NH2:13]C(N)=O. The catalyst is C1(C)C(C)=CC=CC=1. The product is [I:1][C:2]1[CH:3]=[CH:4][CH:5]=[C:6]2[C:10]=1[C:9](=[O:11])[NH:13][C:7]2=[O:8]. The yield is 0.600. (3) The reactants are O.NN.[CH3:4][O:5][C:6]1[N:7]=[C:8]2[C:17](=[CH:18][CH:19]=1)[N:16]=[CH:15][C:14]1[N:13](C)[C:12](=[O:21])[CH:11]([C@H:22]3[CH2:27][CH2:26][C@H:25]([N:28]4C(=O)C5C(=CC=CC=5)C4=O)[CH2:24][CH2:23]3)[O:10][C:9]2=1. The catalyst is ClCCl.CO. The product is [NH2:28][C@H:25]1[CH2:26][CH2:27][C@H:22]([CH:11]2[O:10][C:9]3[C:8]4[C:17](=[CH:18][CH:19]=[C:6]([O:5][CH3:4])[N:7]=4)[N:16]=[CH:15][C:14]=3[NH:13][C:12]2=[O:21])[CH2:23][CH2:24]1. The yield is 0.560. (4) The reactants are C([O:8][C@@H:9]1[C@@H:14]([O:15]CC2C=CC=CC=2)[C@H:13]([O:23]CC2C=CC=CC=2)[C@@H:12]([CH2:31][O:32]CC2C=CC=CC=2)[O:11][C@H:10]1[C:40]1[CH:45]=[C:44]([CH2:46][C:47]2[CH:52]=[CH:51][C:50](/[CH:53]=[CH:54]/[CH2:55][C:56]([NH:58][C:59]([CH2:63][OH:64])([CH3:62])[CH2:60][OH:61])=[O:57])=[CH:49][CH:48]=2)[C:43]([CH3:65])=[CH:42][C:41]=1[O:66]CC1C=CC=CC=1)C1C=CC=CC=1. The catalyst is CO.[Pd].[OH-].[Pd+2].[OH-]. The product is [OH:66][C:41]1[CH:42]=[C:43]([CH3:65])[C:44]([CH2:46][C:47]2[CH:52]=[CH:51][C:50]([CH2:53][CH2:54][CH2:55][C:56]([NH:58][C:59]([CH2:60][OH:61])([CH3:62])[CH2:63][OH:64])=[O:57])=[CH:49][CH:48]=2)=[CH:45][C:40]=1[C@@H:10]1[O:11][C@H:12]([CH2:31][OH:32])[C@@H:13]([OH:23])[C@H:14]([OH:15])[C@H:9]1[OH:8]. The yield is 0.650. (5) The reactants are [F:1][C:2]([CH3:17])([CH3:16])[CH:3]([NH:8]C(=O)OC(C)(C)C)[C:4]([NH:6][CH3:7])=[O:5].[ClH:18].C(OCC)C. The catalyst is ClCCl. The product is [ClH:18].[NH2:8][CH:3]([C:2]([F:1])([CH3:17])[CH3:16])[C:4]([NH:6][CH3:7])=[O:5]. The yield is 1.00. (6) The reactants are [F:1][C:2]1[CH:18]=[CH:17][C:5]([C:6]([C:8]2[CH:16]=[CH:15][CH:14]=[CH:13][C:9]=2[C:10]([OH:12])=[O:11])=O)=[CH:4][CH:3]=1.COCC(O)C.S1C=CC=C1. The catalyst is [Pd]. The product is [F:1][C:2]1[CH:3]=[CH:4][C:5]([CH2:6][C:8]2[CH:16]=[CH:15][CH:14]=[CH:13][C:9]=2[C:10]([OH:12])=[O:11])=[CH:17][CH:18]=1. The yield is 0.830. (7) The reactants are [CH:1]([O:4][NH:5][C:6](=[O:15])[O:7][CH2:8][C:9]1[CH:14]=[CH:13][CH:12]=[CH:11][CH:10]=1)([CH3:3])[CH3:2].[C:16]([O-])([O-])=O.[K+].[K+].CI. The catalyst is CC(C)=O. The product is [CH:1]([O:4][N:5]([CH3:16])[C:6](=[O:15])[O:7][CH2:8][C:9]1[CH:10]=[CH:11][CH:12]=[CH:13][CH:14]=1)([CH3:3])[CH3:2]. The yield is 0.930. (8) The reactants are [CH3:1][O:2][C:3]1[CH:28]=[CH:27][C:6]([CH2:7][C@@H:8]([CH2:12][CH2:13][C@H:14]([CH2:18][C:19]2[CH:24]=[CH:23][C:22]([O:25]C)=[CH:21][CH:20]=2)[C:15]([OH:17])=[O:16])[C:9]([OH:11])=[O:10])=[CH:5][CH:4]=1.Cl.N1C=CC=CC=1. The catalyst is O. The product is [OH:25][C:22]1[CH:21]=[CH:20][C:19]([CH2:18][C@@H:14]([CH2:13][CH2:12][C@H:8]([CH2:7][C:6]2[CH:5]=[CH:4][C:3]([O:2][CH3:1])=[CH:28][CH:27]=2)[C:9]([OH:11])=[O:10])[C:15]([OH:17])=[O:16])=[CH:24][CH:23]=1. The yield is 0.310. (9) The reactants are [Br:1][C:2]1[N:6]([CH:7]([CH3:9])[CH3:8])[N:5]=[CH:4][C:3]=1[CH2:10][C:11]1([C:24]([O:26]CC)=[O:25])[CH2:16][CH2:15][N:14]([C:17]([O:19][C:20]([CH3:23])([CH3:22])[CH3:21])=[O:18])[CH2:13][CH2:12]1.[OH-].[Li+]. The catalyst is CO. The product is [Br:1][C:2]1[N:6]([CH:7]([CH3:8])[CH3:9])[N:5]=[CH:4][C:3]=1[CH2:10][C:11]1([C:24]([OH:26])=[O:25])[CH2:16][CH2:15][N:14]([C:17]([O:19][C:20]([CH3:22])([CH3:21])[CH3:23])=[O:18])[CH2:13][CH2:12]1. The yield is 0.740. (10) The reactants are [CH:1]([C:3]1[N:8]=[N:7][C:6]2[O:9][CH2:10][CH2:11][O:12][C:5]=2[CH:4]=1)=C.I([O-])(=O)(=O)=[O:14].[Na+]. The catalyst is O1CCOCC1.O.[Os](=O)(=O)(=O)=O. The product is [N:7]1[C:6]2[O:9][CH2:10][CH2:11][O:12][C:5]=2[CH:4]=[C:3]([CH:1]=[O:14])[N:8]=1. The yield is 0.640.